Predict the reactants needed to synthesize the given product. From a dataset of Full USPTO retrosynthesis dataset with 1.9M reactions from patents (1976-2016). (1) Given the product [NH2:25][CH2:24][C:21]1[C:22]([NH2:23])=[N:15][C:14]([C:2]2[CH:3]=[CH:4][C:5]3[O:6][C:7]4[CH:13]=[CH:12][CH:11]=[CH:10][C:8]=4[C:9]=3[CH:1]=2)=[N:16][C:20]=1[C:19]1[CH:26]=[CH:27][C:28]([Cl:30])=[CH:29][C:18]=1[Cl:17], predict the reactants needed to synthesize it. The reactants are: [CH:1]1[C:9]2[C:8]3[CH:10]=[CH:11][CH:12]=[CH:13][C:7]=3[O:6][C:5]=2[CH:4]=[CH:3][C:2]=1[C:14]([NH2:16])=[NH:15].[Cl:17][C:18]1[CH:29]=[C:28]([Cl:30])[CH:27]=[CH:26][C:19]=1[CH:20]=[C:21]([C:24]#[N:25])[C:22]#[N:23]. (2) Given the product [C:1]([CH:9]1[CH2:14][CH2:13][CH2:12][CH:11]([C:15]([NH:18][C@@H:19]([CH2:31][CH:32]2[CH2:33][CH2:34][CH2:35][CH2:36][CH2:37]2)[CH2:20][N:21]([CH3:38])[C:22](=[O:30])[O:23][CH2:24][CH2:25][Si:26]([CH3:28])([CH3:29])[CH3:27])=[O:17])[CH2:10]1)(=[O:8])[C:2]1[CH:3]=[CH:4][CH:5]=[CH:6][CH:7]=1, predict the reactants needed to synthesize it. The reactants are: [C:1]([C@@H:9]1[CH2:14][CH2:13][CH2:12][C@H:11]([C:15]([OH:17])=O)[CH2:10]1)(=[O:8])[C:2]1[CH:7]=[CH:6][CH:5]=[CH:4][CH:3]=1.[NH2:18][C@@H:19]([CH2:31][CH:32]1[CH2:37][CH2:36][CH2:35][CH2:34][CH2:33]1)[CH2:20][NH:21][C:22](=[O:30])[O:23][CH2:24][CH2:25][Si:26]([CH3:29])([CH3:28])[CH3:27].[CH:38](N(C(C)C)CC)(C)C.F[P-](F)(F)(F)(F)F.N1(OC(N(C)C)=[N+](C)C)C2N=CC=CC=2N=N1. (3) Given the product [C:2]([O:4][C@H:5]1[C:14]2[C@:15]3([CH3:30])[C:16](/[C:17](=[CH:18]\[N:37]([CH2:36][CH2:35][CH2:34][N:33]([CH3:39])[CH3:32])[CH3:38])/[C:23](=[O:24])[O:25][C@@H:26]3[CH2:27][O:28][CH3:29])=[C:20]([OH:19])[C:21](=[O:22])[C:13]=2[CH:8]2[C@@:7]([CH3:31])([C@@H:11]([OH:12])[CH2:10][CH2:9]2)[CH2:6]1)(=[O:3])[CH3:1], predict the reactants needed to synthesize it. The reactants are: [CH3:1][C:2]([O:4][C@H:5]1[C:14]2[C@@:15]3([CH3:30])[C@@H:26]([CH2:27][O:28][CH3:29])[O:25][C:23](=[O:24])[C:17]4=[CH:18][O:19][C:20]([C:21](=[O:22])[C:13]=2[C@@H:8]2[CH2:9][CH2:10][C@H:11]([OH:12])[C@@:7]2([CH3:31])[CH2:6]1)=[C:16]34)=[O:3].[CH3:32][N:33]([CH3:39])[CH2:34][CH2:35][CH2:36][NH:37][CH3:38]. (4) The reactants are: [F:1][C:2]1[C:3]([CH3:25])=[C:4]([C@@:8]2([C:21]([O:23][CH3:24])=[O:22])[CH2:12][CH2:11][C:10](OS(C(F)(F)F)(=O)=O)=[CH:9]2)[CH:5]=[CH:6][CH:7]=1.[C:26]1(B(O)O)[CH:31]=[CH:30][CH:29]=[CH:28][CH:27]=1. Given the product [F:1][C:2]1[C:3]([CH3:25])=[C:4]([C@@:8]2([C:21]([O:23][CH3:24])=[O:22])[CH2:12][CH2:11][C:10]([C:26]3[CH:31]=[CH:30][CH:29]=[CH:28][CH:27]=3)=[CH:9]2)[CH:5]=[CH:6][CH:7]=1, predict the reactants needed to synthesize it. (5) The reactants are: [CH3:1][C:2](=[O:7])[CH2:3][C:4](=[O:6])[CH3:5].CCN(CC)CC.Cl[C:16](=[N:24]O)[C:17]1[CH:22]=[CH:21][CH:20]=[C:19]([Br:23])[CH:18]=1. Given the product [Br:23][C:19]1[CH:18]=[C:17]([C:16]2[C:3]([C:2](=[O:7])[CH3:1])=[C:4]([CH3:5])[O:6][N:24]=2)[CH:22]=[CH:21][CH:20]=1, predict the reactants needed to synthesize it. (6) Given the product [OH:1][CH:2]1[CH:19]([CH2:20][CH2:21][CH:22]([OH:28])[CH2:23][CH2:24][CH2:25][CH2:26][CH3:27])[CH:5]2[CH2:6][C:7]3[C:12]([CH2:13][CH:4]2[CH2:3]1)=[C:11]([O:14][CH2:15][C:16]([NH:38][CH2:37][C:36]([F:40])([F:39])[F:35])=[O:18])[CH:10]=[CH:9][CH:8]=3, predict the reactants needed to synthesize it. The reactants are: [OH:1][CH:2]1[CH:19]([CH2:20][CH2:21][CH:22]([O:28]C2CCCCO2)[CH2:23][CH2:24][CH2:25][CH2:26][CH3:27])[CH:5]2[CH2:6][C:7]3[C:12]([CH2:13][CH:4]2[CH2:3]1)=[C:11]([O:14][CH2:15][C:16]([OH:18])=O)[CH:10]=[CH:9][CH:8]=3.[F:35][C:36]([F:40])([F:39])[CH2:37][NH2:38].CCN(C(C)C)C(C)C.CN(C(ON1N=NC2C=CC=NC1=2)=[N+](C)C)C.F[P-](F)(F)(F)(F)F. (7) Given the product [CH3:9][C:8]1[C:7]2[C:2](=[N:3][CH:4]=[CH:5][CH:6]=2)[NH:12][N:11]=1, predict the reactants needed to synthesize it. The reactants are: F[C:2]1[C:7]([C:8](=O)[CH3:9])=[CH:6][CH:5]=[CH:4][N:3]=1.[NH2:11][NH2:12].C(Cl)Cl. (8) Given the product [F:31][C:27]1[CH:26]=[C:25]([CH:30]=[CH:29][CH:28]=1)[CH2:24][O:23][C:20]1[CH:19]=[CH:18][C:17]([N:13]2[C:14](=[O:16])[CH2:15][C@@H:11]([C:8]3[N:7]=[C:6]([C:4]([NH2:32])=[O:3])[O:10][N:9]=3)[CH2:12]2)=[CH:22][CH:21]=1, predict the reactants needed to synthesize it. The reactants are: C([O:3][C:4]([C:6]1[O:10][N:9]=[C:8]([C@@H:11]2[CH2:15][C:14](=[O:16])[N:13]([C:17]3[CH:22]=[CH:21][C:20]([O:23][CH2:24][C:25]4[CH:30]=[CH:29][CH:28]=[C:27]([F:31])[CH:26]=4)=[CH:19][CH:18]=3)[CH2:12]2)[N:7]=1)=O)C.[NH3:32]. (9) Given the product [CH:1]1([N:4]2[C:13]3[C:8](=[CH:9][C:10]([F:16])=[C:11]([F:15])[C:12]=3[O:14][CH:24]([CH3:26])[CH3:25])[C:7](=[O:17])[C:6]([C:18]([O:20][CH2:21][CH3:22])=[O:19])=[CH:5]2)[CH2:2][CH2:3]1, predict the reactants needed to synthesize it. The reactants are: [CH:1]1([N:4]2[C:13]3[C:8](=[CH:9][C:10]([F:16])=[C:11]([F:15])[C:12]=3[OH:14])[C:7](=[O:17])[C:6]([C:18]([O:20][CH2:21][CH3:22])=[O:19])=[CH:5]2)[CH2:3][CH2:2]1.I[CH:24]([CH3:26])[CH3:25].C([O-])([O-])=O.[K+].[K+].